Dataset: Forward reaction prediction with 1.9M reactions from USPTO patents (1976-2016). Task: Predict the product of the given reaction. (1) The product is: [NH2:8][C@@H:16]1[CH2:22][CH2:21][C@@H:20]([C:23]2[CH:28]=[CH:27][CH:26]=[C:25]([F:29])[C:24]=2[F:30])[CH2:19][N:18]([CH2:31][C:32]([OH:35])([CH3:33])[CH3:34])[C:17]1=[O:36].[C:39]([OH:41])([C:38]([F:43])([F:42])[F:37])=[O:40]. Given the reactants C(OC([N:8]([C@@H:16]1[CH2:22][CH2:21][C@@H:20]([C:23]2[CH:28]=[CH:27][CH:26]=[C:25]([F:29])[C:24]=2[F:30])[CH2:19][N:18]([CH2:31][C:32]([OH:35])([CH3:34])[CH3:33])[C:17]1=[O:36])C(OC(C)(C)C)=O)=O)(C)(C)C.[F:37][C:38]([F:43])([F:42])[C:39]([OH:41])=[O:40], predict the reaction product. (2) Given the reactants CO[C:3]([C:5]1[CH:6]=[C:7]2[CH:13]=[CH:12][NH:11][C:8]2=[N:9][CH:10]=1)=[O:4].[CH2:14](Br)[C:15]1[CH:20]=[CH:19][CH:18]=[CH:17][CH:16]=1, predict the reaction product. The product is: [CH2:14]([N:11]1[C:8]2=[N:9][CH:10]=[C:5]([CH2:3][OH:4])[CH:6]=[C:7]2[CH:13]=[CH:12]1)[C:15]1[CH:20]=[CH:19][CH:18]=[CH:17][CH:16]=1. (3) Given the reactants [C:1]([N:5]1[C:9]([NH:10][C:11]2[N:16]=[C:15]([CH2:17][C:18]3([C:31]([O:33][CH2:34][CH3:35])=[O:32])[CH2:23][CH2:22][N:21]([C:24]([O:26][C:27]([CH3:30])([CH3:29])[CH3:28])=[O:25])[CH2:20][CH2:19]3)[CH:14]=[C:13](OS(C(F)(F)F)(=O)=O)[CH:12]=2)=[CH:8][CH:7]=[N:6]1)([CH3:4])([CH3:3])[CH3:2].[C:44]1(B(O)O)[CH:49]=[CH:48][CH:47]=[CH:46][CH:45]=1.P([O-])([O-])([O-])=O.[K+].[K+].[K+].O1CCOCC1, predict the reaction product. The product is: [C:1]([N:5]1[C:9]([NH:10][C:11]2[N:16]=[C:15]([CH2:17][C:18]3([C:31]([O:33][CH2:34][CH3:35])=[O:32])[CH2:23][CH2:22][N:21]([C:24]([O:26][C:27]([CH3:28])([CH3:29])[CH3:30])=[O:25])[CH2:20][CH2:19]3)[CH:14]=[C:13]([C:44]3[CH:49]=[CH:48][CH:47]=[CH:46][CH:45]=3)[CH:12]=2)=[CH:8][CH:7]=[N:6]1)([CH3:3])([CH3:4])[CH3:2]. (4) Given the reactants [CH3:1][O:2][C:3]1[CH:4]=[C:5]([CH:20]=[CH:21][C:22]=1[O:23][CH3:24])[CH2:6][CH2:7][NH:8][C:9](=O)[CH2:10][C:11]1[CH:16]=[CH:15][C:14]([O:17][CH3:18])=[CH:13][CH:12]=1.O=P(Cl)(Cl)[Cl:27], predict the reaction product. The product is: [ClH:27].[CH3:1][O:2][C:3]1[CH:4]=[C:5]2[C:20](=[CH:21][C:22]=1[O:23][CH3:24])[C:9]([CH2:10][C:11]1[CH:16]=[CH:15][C:14]([O:17][CH3:18])=[CH:13][CH:12]=1)=[N:8][CH2:7][CH2:6]2. (5) Given the reactants [Cl:1][C:2]1[N:10]=[CH:9][N:8]=[C:7]2[C:3]=1[N:4]=[CH:5][N:6]2[C@@H:11]1[O:21][C@H:20]2[C@@H:13]([O:14][Si](C(C)C)(C(C)C)O[Si](C(C)C)(C(C)C)[O:18][CH2:19]2)[C@@H:12]1[O:34][CH3:35], predict the reaction product. The product is: [Cl:1][C:2]1[N:10]=[CH:9][N:8]=[C:7]2[C:3]=1[N:4]=[CH:5][N:6]2[C@@H:11]1[O:21][C@H:20]([CH2:19][OH:18])[C@@H:13]([OH:14])[C@@H:12]1[O:34][CH3:35]. (6) Given the reactants O[Li].O.C([O:6][C:7](=[O:24])[CH2:8][C:9]([NH:11][C:12]1[CH:13]=[N:14][C:15]([C:18]2[CH:23]=[CH:22][CH:21]=[CH:20][CH:19]=2)=[CH:16][CH:17]=1)=[O:10])C.C1COCC1.O, predict the reaction product. The product is: [C:18]1([C:15]2[N:14]=[CH:13][C:12]([NH:11][C:9](=[O:10])[CH2:8][C:7]([OH:24])=[O:6])=[CH:17][CH:16]=2)[CH:19]=[CH:20][CH:21]=[CH:22][CH:23]=1. (7) Given the reactants [Cl:1][C:2]1[CH:7]=[C:6]([NH:8][C:9]2[N:14]=[CH:13][N:12]=[C:11](NC(C3CC3)=O)[CH:10]=2)[C:5](=O)[N:4]2[C:22]([C:27]3C=[CH:31][CH:30]=[C:29](F)[CH:28]=3)(C)[NH:23][C:24](=[O:25])[C:3]=12.C(N(CC)CC)C.Cl.[CH3:42][O:43][NH2:44], predict the reaction product. The product is: [Cl:1][C:2]1[CH:7]=[C:6]([NH:8][C:9]2[CH:10]=[CH:11][N:12]=[CH:13][N:14]=2)[C:5](=[N:44][O:43][CH3:42])[N:4]2[C:22]3([CH2:31][CH2:30][CH2:29][CH2:28][CH2:27]3)[NH:23][C:24](=[O:25])[C:3]=12.